This data is from Forward reaction prediction with 1.9M reactions from USPTO patents (1976-2016). The task is: Predict the product of the given reaction. (1) The product is: [CH3:1][N:2]1[CH:6]=[C:5]([CH:7]=[O:8])[C:4]([CH3:9])=[N:3]1. Given the reactants [CH3:1][N:2]1[CH:6]=[C:5]([CH2:7][OH:8])[C:4]([CH3:9])=[N:3]1.C[N+]1([O-])CCOCC1.C([N+](CCC)(CCC)CCC)CC, predict the reaction product. (2) Given the reactants [Br:1][C:2]1[S:6][CH:5]=[C:4]([C:7]([OH:9])=O)[CH:3]=1.[NH:10]1[CH:19]2[CH:14]([CH2:15][CH2:16][CH2:17][CH2:18]2)[CH2:13][CH2:12][CH2:11]1.CN(C(ON1N=NC2C=CC=NC1=2)=[N+](C)C)C.F[P-](F)(F)(F)(F)F, predict the reaction product. The product is: [Br:1][C:2]1[S:6][CH:5]=[C:4]([C:7]([N:10]2[C@@H:19]3[C@@H:14]([CH2:15][CH2:16][CH2:17][CH2:18]3)[CH2:13][CH2:12][CH2:11]2)=[O:9])[CH:3]=1. (3) Given the reactants S(Cl)([Cl:3])=O.Cl.[NH2:6][C@H:7]([CH2:11][C:12]1[CH:17]=[CH:16][C:15]([OH:18])=[CH:14][CH:13]=1)[C:8]([OH:10])=[O:9].[CH3:19]O, predict the reaction product. The product is: [ClH:3].[CH3:19][O:9][C:8](=[O:10])[C@H:7]([NH2:6])[CH2:11][C:12]1[CH:13]=[CH:14][C:15]([OH:18])=[CH:16][CH:17]=1. (4) Given the reactants [C:1]([O:5][C:6]([N:8]1[CH2:12][C@H:11]([F:13])[CH2:10][C@H:9]1[C:14]([OH:16])=O)=[O:7])([CH3:4])([CH3:3])[CH3:2].CN(C(ON1N=NC2C=CC=NC1=2)=[N+](C)C)C.F[P-](F)(F)(F)(F)F.CCN(C(C)C)C(C)C.[Cl:50][C:51]1[C:52]([C:59]2[CH:60]=[N:61][C:62]([C:65]([F:68])([F:67])[F:66])=[N:63][CH:64]=2)=[CH:53][C:54]([CH2:57][NH2:58])=[N:55][CH:56]=1, predict the reaction product. The product is: [Cl:50][C:51]1[C:52]([C:59]2[CH:64]=[N:63][C:62]([C:65]([F:67])([F:68])[F:66])=[N:61][CH:60]=2)=[CH:53][C:54]([CH2:57][NH:58][C:14]([C@@H:9]2[CH2:10][C@@H:11]([F:13])[CH2:12][N:8]2[C:6]([O:5][C:1]([CH3:2])([CH3:3])[CH3:4])=[O:7])=[O:16])=[N:55][CH:56]=1. (5) The product is: [F:10][C:7]1[CH:8]=[CH:9][C:4]2[NH:1][C:12]3[CH:13]=[N:14][N:15]([CH:16]4[CH2:21][CH2:20][CH2:19][CH2:18][O:17]4)[C:11]=3[C:5]=2[CH:6]=1. Given the reactants [N:1]([C:4]1[CH:9]=[CH:8][C:7]([F:10])=[CH:6][C:5]=1[C:11]1[N:15]([CH:16]2[CH2:21][CH2:20][CH2:19][CH2:18][O:17]2)[N:14]=[CH:13][CH:12]=1)=[N+]=[N-], predict the reaction product. (6) Given the reactants [N+]([C:4]1[CH:11]=[CH:10][CH:9]=[C:6]([C:7]#[N:8])[C:5]=1[C:12]#[N:13])([O-])=O.[NH2:14][C:15]1[CH:20]=[CH:19][CH:18]=[CH:17][C:16]=1[OH:21].C(=O)([O-])[O-].[K+].[K+].O, predict the reaction product. The product is: [NH2:14][C:15]1[CH:20]=[CH:19][CH:18]=[CH:17][C:16]=1[O:21][C:11]1[CH:4]=[C:5]([C:12]#[N:13])[C:6](=[CH:9][CH:10]=1)[C:7]#[N:8]. (7) Given the reactants C([O:3][C:4]([C:6]1[CH:11]=[C:10]([CH2:12][CH3:13])[N:9]=[C:8]([S:14][CH3:15])[N:7]=1)=[O:5])C.[Li+].[OH-].Cl, predict the reaction product. The product is: [CH2:12]([C:10]1[N:9]=[C:8]([S:14][CH3:15])[N:7]=[C:6]([C:4]([OH:5])=[O:3])[CH:11]=1)[CH3:13]. (8) Given the reactants [CH3:1][O:2][C:3]1[C:11]2[N:10]=[C:9]([C:12]3[S:13][CH:14]=[CH:15][CH:16]=3)[NH:8][C:7]=2[C:6]([C:17]([OH:19])=O)=[CH:5][CH:4]=1.[NH2:20][C@H:21]1[CH2:26][CH2:25][CH2:24][N:23]([C:27]([O:29][C:30]([CH3:33])([CH3:32])[CH3:31])=[O:28])[CH2:22]1, predict the reaction product. The product is: [CH3:1][O:2][C:3]1[C:11]2[NH:10][C:9]([C:12]3[S:13][CH:14]=[CH:15][CH:16]=3)=[N:8][C:7]=2[C:6]([C:17]([NH:20][C@H:21]2[CH2:26][CH2:25][CH2:24][N:23]([C:27]([O:29][C:30]([CH3:33])([CH3:32])[CH3:31])=[O:28])[CH2:22]2)=[O:19])=[CH:5][CH:4]=1.